Predict the reactants needed to synthesize the given product. From a dataset of Full USPTO retrosynthesis dataset with 1.9M reactions from patents (1976-2016). (1) Given the product [CH:35]1([CH2:38][N:39]2[CH2:43][CH2:42][N:41]([C:44]3[S:45][C:46]([C:49]([OH:51])=[O:50])=[CH:47][N:48]=3)[C:40]2=[O:53])[CH2:37][CH2:36]1, predict the reactants needed to synthesize it. The reactants are: C(NC(C1SC(N2CCN(CC3C=C(C=CC=3)C(OCC)=O)C2=O)=NC=1C)=O)C1C=CC=CC=1.[CH:35]1([CH2:38][N:39]2[CH2:43][CH2:42][N:41]([C:44]3[S:45][C:46]([C:49]([O:51]C)=[O:50])=[CH:47][N:48]=3)[C:40]2=[O:53])[CH2:37][CH2:36]1. (2) Given the product [F:1][C:2]1[CH:12]=[CH:11][CH:10]=[C:9]([F:13])[C:3]=1[C:4]([NH:6][C:7](=[O:8])[N:17]([C:16]1[CH:19]=[CH:20][C:21]([S:24][C:25]([F:28])([F:26])[F:27])=[C:22]([CH3:23])[C:15]=1[CH3:14])[CH3:18])=[O:5], predict the reactants needed to synthesize it. The reactants are: [F:1][C:2]1[CH:12]=[CH:11][CH:10]=[C:9]([F:13])[C:3]=1[C:4]([N:6]=[C:7]=[O:8])=[O:5].[CH3:14][C:15]1[C:22]([CH3:23])=[C:21]([S:24][C:25]([F:28])([F:27])[F:26])[CH:20]=[CH:19][C:16]=1[NH:17][CH3:18].CCCCCC.